The task is: Predict the reactants needed to synthesize the given product.. This data is from Full USPTO retrosynthesis dataset with 1.9M reactions from patents (1976-2016). (1) Given the product [CH2:6]([O:8][C:9](=[O:20])[C:10]1[CH:15]=[CH:14][C:13]([NH:5][CH2:4][CH2:3][O:2][CH3:1])=[C:12]([N+:17]([O-:19])=[O:18])[CH:11]=1)[CH3:7], predict the reactants needed to synthesize it. The reactants are: [CH3:1][O:2][CH2:3][CH2:4][NH2:5].[CH2:6]([O:8][C:9](=[O:20])[C:10]1[CH:15]=[CH:14][C:13](F)=[C:12]([N+:17]([O-:19])=[O:18])[CH:11]=1)[CH3:7].C([O-])([O-])=O.[K+].[K+]. (2) The reactants are: [Li]CCCC.[Br:6][C:7]1[CH:12]=[CH:11][C:10](Br)=[CH:9][N:8]=1.[CH3:14][C:15](N(C)C)=[O:16].Cl. Given the product [Br:6][C:7]1[N:8]=[CH:9][C:10]([C:15](=[O:16])[CH3:14])=[CH:11][CH:12]=1, predict the reactants needed to synthesize it. (3) Given the product [CH:1]1([C:4]2[O:5][C:6]3[C:7](=[C:9]([C:21]#[N:22])[C:10]([CH3:20])=[C:11]([C:14]4[CH:19]=[CH:18][CH:17]=[CH:16][CH:15]=4)[C:12]=3[N:34]3[CH2:35][CH2:36][C@H:32]([N:31]([CH3:37])[CH3:30])[CH2:33]3)[N:8]=2)[CH2:3][CH2:2]1, predict the reactants needed to synthesize it. The reactants are: [CH:1]1([C:4]2[O:5][C:6]3[C:7](=[C:9]([C:21]#[N:22])[C:10]([CH3:20])=[C:11]([C:14]4[CH:19]=[CH:18][CH:17]=[CH:16][CH:15]=4)[C:12]=3F)[N:8]=2)[CH2:3][CH2:2]1.C(N(CC)CC)C.[CH3:30][N:31]([CH3:37])[C@H:32]1[CH2:36][CH2:35][NH:34][CH2:33]1.C(OCC)(=O)C. (4) Given the product [CH3:26][NH:27][C:23]([CH:19]1[CH2:20][C:21](=[O:22])[N:17]([C:3]2[CH:4]=[CH:5][C:6]([O:8][CH2:9][C:10]3[CH:15]=[CH:14][CH:13]=[C:12]([F:16])[CH:11]=3)=[CH:7][C:2]=2[F:1])[CH2:18]1)=[O:25], predict the reactants needed to synthesize it. The reactants are: [F:1][C:2]1[CH:7]=[C:6]([O:8][CH2:9][C:10]2[CH:15]=[CH:14][CH:13]=[C:12]([F:16])[CH:11]=2)[CH:5]=[CH:4][C:3]=1[N:17]1[C:21](=[O:22])[CH2:20][CH:19]([C:23]([OH:25])=O)[CH2:18]1.[CH3:26][NH2:27]. (5) Given the product [OH:8][CH2:9][C:10]1([C:22](=[O:32])[NH:23][CH2:24][C:25](=[O:31])[N:26]2[CH2:27][CH2:28][CH2:29][CH2:30]2)[CH2:14][CH2:13][CH2:12][N:11]1[C:15]([O:17][C:18]([CH3:19])([CH3:21])[CH3:20])=[O:16], predict the reactants needed to synthesize it. The reactants are: C([O:8][CH2:9][C:10]1([C:22](=[O:32])[NH:23][CH2:24][C:25](=[O:31])[N:26]2[CH2:30][CH2:29][CH2:28][CH2:27]2)[CH2:14][CH2:13][CH2:12][N:11]1[C:15]([O:17][C:18]([CH3:21])([CH3:20])[CH3:19])=[O:16])C1C=CC=CC=1. (6) Given the product [CH3:21][NH:22][CH2:2][C@H:3]1[O:7][C@@H:6]([N:8]2[C:17]3[N:16]=[CH:15][N:14]=[C:12]([NH2:13])[C:11]=3[N:10]=[C:9]2[CH3:18])[C@H:5]([OH:19])[C@@H:4]1[OH:20], predict the reactants needed to synthesize it. The reactants are: Cl[CH2:2][C@H:3]1[O:7][C@@H:6]([N:8]2[C:17]3[N:16]=[CH:15][N:14]=[C:12]([NH2:13])[C:11]=3[N:10]=[C:9]2[CH3:18])[C@H:5]([OH:19])[C@@H:4]1[OH:20].[CH3:21][NH2:22].C(O)C. (7) Given the product [CH2:13]([O:12][C:10]1[CH:11]=[C:6]2[C:7]([C:22]([OH:24])=[CH:23][CH:2]=[N:5]2)=[CH:8][C:9]=1[O:20][CH3:21])[C:14]1[CH:19]=[CH:18][CH:17]=[CH:16][CH:15]=1, predict the reactants needed to synthesize it. The reactants are: [O-][CH2:2]C.[Na+].[NH2:5][C:6]1[CH:11]=[C:10]([O:12][CH2:13][C:14]2[CH:19]=[CH:18][CH:17]=[CH:16][CH:15]=2)[C:9]([O:20][CH3:21])=[CH:8][C:7]=1[C:22](=[O:24])[CH3:23].C(OCC)=O.Cl. (8) Given the product [O:49]=[C:24]1[N:12]2[C@@H:13]([C:17]([O:19][C:20]([CH3:22])([CH3:23])[CH3:21])=[O:18])[NH:12][CH2:24][CH2:25][CH2:26][N:11]2[CH2:9][CH2:26][C@@H:25]1[N:38]1[C:42](=[O:43])[C:41]2=[CH:44][CH:45]=[CH:46][CH:47]=[C:40]2[C:39]1=[O:48], predict the reactants needed to synthesize it. The reactants are: C(O[C:9]([N:11]1C=CC=[C:13]([C:17]([O:19][C:20]([CH3:23])([CH3:22])[CH3:21])=[O:18])[N:12]1[C:24](=[O:49])[CH:25]([N:38]1[C:42](=[O:43])[C:41]2=[CH:44][CH:45]=[CH:46][CH:47]=[C:40]2[C:39]1=[O:48])[CH2:26]NC(OCC1C=CC=CC=1)=O)=O)C1C=CC=CC=1.C=O. (9) Given the product [N:21]1([CH2:6][C:7]2[CH:12]=[CH:11][CH:10]=[C:9]([NH:13][C:14]([O:16][C:17]([CH3:20])([CH3:19])[CH3:18])=[O:15])[CH:8]=2)[CH:25]=[CH:24][N:23]=[CH:22]1, predict the reactants needed to synthesize it. The reactants are: S(O[CH2:6][C:7]1[CH:12]=[CH:11][CH:10]=[C:9]([NH:13][C:14]([O:16][C:17]([CH3:20])([CH3:19])[CH3:18])=[O:15])[CH:8]=1)(C)(=O)=O.[NH:21]1[CH:25]=[CH:24][N:23]=[CH:22]1.[Na]. (10) Given the product [Cl:8][C:7]1[CH:6]=[C:5]([OH:9])[C:4]([O:10][C:11]2[CH:16]=[CH:15][C:14]([Cl:17])=[CH:13][C:12]=2[Cl:18])=[CH:3][C:2]=1[NH:1][C:27]([NH:26][C:23]1[CH:24]=[CH:25][C:20]([F:19])=[CH:21][CH:22]=1)=[S:28], predict the reactants needed to synthesize it. The reactants are: [NH2:1][C:2]1[C:7]([Cl:8])=[CH:6][C:5]([OH:9])=[C:4]([O:10][C:11]2[CH:16]=[CH:15][C:14]([Cl:17])=[CH:13][C:12]=2[Cl:18])[CH:3]=1.[F:19][C:20]1[CH:25]=[CH:24][C:23]([N:26]=[C:27]=[S:28])=[CH:22][CH:21]=1.